From a dataset of Experimentally validated miRNA-target interactions with 360,000+ pairs, plus equal number of negative samples. Binary Classification. Given a miRNA mature sequence and a target amino acid sequence, predict their likelihood of interaction. (1) The miRNA is hsa-miR-548q with sequence GCUGGUGCAAAAGUAAUGGCGG. The protein sequence of the target gene is MRDRTHELRQGDDSSDEEDKERVALVVHPGTARLGSPDEEFFHKVRTIRQTIVKLGNKVQELEKQQVTILATPLPEESMKQELQNLRDEIKQLGREIRLQLKAIEPQKEEADENYNSVNTRMRKTQHGVLSQQFVELINKCNSMQSEYREKNVERIRRQLKITNAGMVSDEELEQMLDSGQSEVFVSNILKDTQVTRQALNEISARHSEIQQLERSIRELHDIFTFLATEVEMQGEMINRIEKNILSSADYVERGQEHVKTALENQKKARKKKVLIAICVSITVVLLAVIIGVTVVG. Result: 1 (interaction). (2) The miRNA is hsa-miR-186-5p with sequence CAAAGAAUUCUCCUUUUGGGCU. The protein sequence of the target gene is MTPEEWTYLMVLLISIPVGFLFKKAGPGLKRWGAAAVGLGLTLFTCGPHSLHSLITILGTWALIQAQPCSCHALALAWTFSYLLFFRALSLLGLPTPTPFTNAVQLLLTLKLVSLASEVQDLHLAQRKEIASGFHKEPTLGLLPEVPSLMETLSYSYCYVGIMTGPFFRYRTYLDWLEQPFPEAVPSLRPLLRRAWPAPLFGLLFLLSSHLFPLEAVREDAFYARPLPTRLFYMIPVFFAFRMRFYVAWIAAECGCIAAGFGAYPVAAKARAGGGPTLQCPPPSSPEIAASLEYDYETIR.... Result: 0 (no interaction). (3) The miRNA is hsa-miR-6805-3p with sequence UUGCUCUGCUCCCCCGCCCCCAG. The protein sequence of the target gene is MQDTGSVVPLHWFGFGYAALVASGGIIGYVKAGSVPSLAAGLLFGSLAGLGAYQLSQDPRNVWVFLATSGTLAGIMGMRFYHSGKFMPAGLIAGASLLMVAKVGVSMFNRPH. Result: 0 (no interaction). (4) The miRNA is hsa-miR-6831-3p with sequence UGACUAACUCCCACUCUACAG. The protein sequence of the target gene is MGLHFKWPLGAPMLAAIYAMSVVLKMLPALGMACPPKCRCEKLLFYCDSQGFHSVPNATDKGSLGLSLRHNHITALERDQFASFSQLTWLHLDHNQISTVKEDAFQGLYKLKELILSSNKIFYLPNTTFTQLINLQNLDLSFNQLSSLHPELFYGLRKLQTLHLRSNSLRTIPVRLFWDCRSLEFLDLSTNRLRSLARNGFAGLIKLRELHLEHNQLTKINFAHFLRLSSLHTLFLQWNKISNLTCGMDWTWSTLEKLDLTGNEIKAIDLTVFETMPNLKILLMDNNKLNSLDSKILNSL.... Result: 0 (no interaction). (5) The miRNA is hsa-miR-3925-3p with sequence ACUCCAGUUUUAGUUCUCUUG. The protein sequence of the target gene is MIHSLFLINSSGDIFLEKHWKSVVSRSVCDYFFEAQERATEAENVPPVIPTPHHYLLSVYRHKIFFVAVIQTEVPPLFVIEFLHRVVDTFQDYFGVCSEPVIKDNVVVVYEVLEEMLDNGFPLATESNILKELIKPPTILRTVVNTITGSTNVGDQLPTGQLSVVPWRRTGVKYTNNEAYFDVIEEIDAIIDKSGSTITAEIQGVIDACVKLTGMPDLTLSFMNPRLLDDVSFHPCVRFKRWESERILSFIPPDGNFRLLSYHVSAQNLVAIPVYVKHNISFRDSSSLGRFEITVGPKQT.... Result: 0 (no interaction). (6) The miRNA is hsa-miR-548d-3p with sequence CAAAAACCACAGUUUCUUUUGC. The protein sequence of the target gene is MAETLEFNDIFQEVKGSMNDGRLRLSRQGIIFKNSKTGKVDNIQAGELTEGIWRRVALGHGLKLLTKNGHVYKYDGFRESEFEKLSDFFKTHYRLELMEKDLCVKGWNWGTVKFGGQLLSFDIGDQPVFEIPLSNVSQCTTGKNEVTLEFHQNDDAEVSLMEVRFYVPPTQEDGVDPVEAFAQNVLSKADVIQATGDAICIFRELQCLTPRGRYDIRIYPTFLHLHGKTFDYKIPYTTVLRLFLLPHKDQRQMFFVISLDPPIKQGQTRYHFLILLFSKDEDISLTLNMNEEEVEKRFEG.... Result: 0 (no interaction).